This data is from Reaction yield outcomes from USPTO patents with 853,638 reactions. The task is: Predict the reaction yield, written as a fraction of the theoretical maximum amount of product (1.0 means a 100% yield; for example, 0.34 means a 34% yield). (1) The reactants are [Br:1][C:2]1[CH:21]=[CH:20][C:5]([CH2:6][C:7]2([C:18]#N)[CH2:10][N:9]([C:11]([O:13][C:14]([CH3:17])([CH3:16])[CH3:15])=[O:12])[CH2:8]2)=[C:4](I)[CH:3]=1.[Li]CCCC.C1C[O:31]CC1. No catalyst specified. The product is [Br:1][C:2]1[CH:21]=[C:20]2[C:5]([CH2:6][C:7]3([CH2:10][N:9]([C:11]([O:13][C:14]([CH3:17])([CH3:16])[CH3:15])=[O:12])[CH2:8]3)[C:18]2=[O:31])=[CH:4][CH:3]=1. The yield is 0.540. (2) The reactants are [CH3:1][O:2][C:3]1[CH:4]=[C:5]2[C:10](=[CH:11][C:12]=1[O:13][CH2:14][CH2:15][CH2:16]Cl)[N:9]=[CH:8][NH:7][C:6]2=[O:18].[NH:19]1[CH2:24][CH2:23][O:22][CH2:21][CH2:20]1.C(O)(CC)C. The catalyst is CO. The product is [CH3:1][O:2][C:3]1[CH:4]=[C:5]2[C:10](=[CH:11][C:12]=1[O:13][CH2:14][CH2:15][CH2:16][N:19]1[CH2:24][CH2:23][O:22][CH2:21][CH2:20]1)[N:9]=[CH:8][NH:7][C:6]2=[O:18]. The yield is 0.920.